This data is from Forward reaction prediction with 1.9M reactions from USPTO patents (1976-2016). The task is: Predict the product of the given reaction. Given the reactants [OH:1][C@H:2]([CH3:13])[CH2:3][N:4]1[CH:8]=[C:7]([C:9]([OH:11])=O)[N:6]=[C:5]1[CH3:12].[NH2:14][C@@H:15]([CH3:31])[CH2:16][N:17]1[CH:21]=[CH:20][C:19]([C:22]2[CH:29]=[CH:28][C:25]([C:26]#[N:27])=[C:24]([Cl:30])[CH:23]=2)=[N:18]1.CN(C=O)C, predict the reaction product. The product is: [Cl:30][C:24]1[CH:23]=[C:22]([C:19]2[CH:20]=[CH:21][N:17]([CH2:16][C@@H:15]([NH:14][C:9]([C:7]3[N:6]=[C:5]([CH3:12])[N:4]([CH2:3][C@H:2]([OH:1])[CH3:13])[CH:8]=3)=[O:11])[CH3:31])[N:18]=2)[CH:29]=[CH:28][C:25]=1[C:26]#[N:27].